Task: Predict the reaction yield, written as a fraction of the theoretical maximum amount of product (1.0 means a 100% yield; for example, 0.34 means a 34% yield).. Dataset: Reaction yield outcomes from USPTO patents with 853,638 reactions The reactants are [NH2:1][C:2]1[CH:3]=[C:4]([CH:8]2[C:17]([CH3:19])([CH3:18])[CH2:16][C:15]3[C:10](=[CH:11][CH:12]=[C:13]([C:20]([O:22]C)=[O:21])[CH:14]=3)[NH:9]2)[CH:5]=[CH:6][CH:7]=1.[OH-].[Na+].C(OCC)(=O)C. The catalyst is CO.O. The product is [NH2:1][C:2]1[CH:3]=[C:4]([CH:8]2[C:17]([CH3:18])([CH3:19])[CH2:16][C:15]3[C:10](=[CH:11][CH:12]=[C:13]([C:20]([OH:22])=[O:21])[CH:14]=3)[NH:9]2)[CH:5]=[CH:6][CH:7]=1. The yield is 0.821.